This data is from Catalyst prediction with 721,799 reactions and 888 catalyst types from USPTO. The task is: Predict which catalyst facilitates the given reaction. (1) Reactant: C([O-])([O-])=O.[K+].[K+].[OH:7][C:8]1[C:13]([CH:14]=[O:15])=[CH:12][CH:11]=[CH:10][C:9]=1[C:16]1[CH:21]=[CH:20][CH:19]=[CH:18][CH:17]=1.[CH2:22](Br)[C:23]1[CH:28]=[CH:27][CH:26]=[CH:25][CH:24]=1.O. Product: [CH2:22]([O:7][C:8]1[C:13]([CH:14]=[O:15])=[CH:12][CH:11]=[CH:10][C:9]=1[C:16]1[CH:17]=[CH:18][CH:19]=[CH:20][CH:21]=1)[C:23]1[CH:28]=[CH:27][CH:26]=[CH:25][CH:24]=1. The catalyst class is: 3. (2) Reactant: [CH:1]([NH2:3])=[S:2].Cl[CH:5]([C:11]([CH3:13])=O)[C:6]([O:8][CH2:9][CH3:10])=[O:7].C(=O)([O-])[O-].[Mg+2]. Product: [CH3:13][C:11]1[N:3]=[CH:1][S:2][C:5]=1[C:6]([O:8][CH2:9][CH3:10])=[O:7]. The catalyst class is: 12. (3) Product: [NH2:3][C:4]1[N:9]=[CH:8][N:7]=[C:6]2[N:10]([CH2:18][C:19]([N:34]3[CH2:33][CH2:32][N:31]([C:28]4[CH:29]=[CH:30][C:25]([Cl:24])=[C:26]([O:37][CH3:38])[CH:27]=4)[CH2:36][CH2:35]3)=[O:21])[N:11]=[C:12]([C:13]3[NH:17][CH:16]=[CH:15][N:14]=3)[C:5]=12. The catalyst class is: 3. Reactant: Cl.Cl.[NH2:3][C:4]1[N:9]=[CH:8][N:7]=[C:6]2[N:10]([CH2:18][C:19]([OH:21])=O)[N:11]=[C:12]([C:13]3[NH:14][CH:15]=[CH:16][N:17]=3)[C:5]=12.Cl.Cl.[Cl:24][C:25]1[CH:30]=[CH:29][C:28]([N:31]2[CH2:36][CH2:35][NH:34][CH2:33][CH2:32]2)=[CH:27][C:26]=1[O:37][CH3:38].C(N(CC)C(C)C)(C)C.CN(C(ON1N=NC2C=CC(=CC1=2)Cl)=[N+](C)C)C.F[P-](F)(F)(F)(F)F. (4) Reactant: [NH2:1][C:2]1[N:6]([C:7]2[CH:12]=[CH:11][CH:10]=[CH:9][CH:8]=2)[N:5]=[C:4]([C:13]([O:15][CH2:16][CH3:17])=[O:14])[CH:3]=1.C(N(C(C)C)C(C)C)C.[C:27](Cl)(=[O:34])[C:28]1[CH:33]=[CH:32][CH:31]=[CH:30][CH:29]=1.O. Product: [C:7]1([N:6]2[C:2]([NH:1][C:27]([C:28]3[CH:33]=[CH:32][CH:31]=[CH:30][CH:29]=3)=[O:34])=[CH:3][C:4]([C:13]([O:15][CH2:16][CH3:17])=[O:14])=[N:5]2)[CH:12]=[CH:11][CH:10]=[CH:9][CH:8]=1. The catalyst class is: 80. (5) Reactant: [Si]([O:8][CH:9]1[CH2:14][CH:13]2[CH:11]([CH:12]2[CH2:15][O:16][C:17]2[CH:18]=[CH:19][C:20]([C:25]([N:27]3[CH2:32][CH2:31][C@:30]4([C:36]5[CH:41]=[CH:40][CH:39]=[C:38]([F:42])[CH:37]=5)[O:33][CH2:34][O:35][C@@H:29]4[CH2:28]3)=[O:26])=[N:21][C:22]=2[O:23][CH3:24])[CH2:10]1)(C(C)(C)C)(C)C.[F-].C([N+](CCCC)(CCCC)CCCC)CCC.CCOC(C)=O.O. Product: [F:42][C:38]1[CH:37]=[C:36]([C@@:30]23[O:33][CH2:34][O:35][C@@H:29]2[CH2:28][N:27]([C:25]([C:20]2[CH:19]=[CH:18][C:17]([O:16][CH2:15][CH:12]4[CH:13]5[CH:11]4[CH2:10][CH:9]([OH:8])[CH2:14]5)=[C:22]([O:23][CH3:24])[N:21]=2)=[O:26])[CH2:32][CH2:31]3)[CH:41]=[CH:40][CH:39]=1. The catalyst class is: 1. (6) Reactant: CO[CH:3](OC)[CH2:4][CH:5](OC)OC.[F:12][C:13]1[CH:18]=[CH:17][C:16]([F:19])=[CH:15][C:14]=1[NH:20][NH2:21].Cl. Product: [F:12][C:13]1[CH:18]=[CH:17][C:16]([F:19])=[CH:15][C:14]=1[N:20]1[CH:5]=[CH:4][CH:3]=[N:21]1. The catalyst class is: 8. (7) Reactant: C([O:8][C:9]1[CH:14]=[CH:13][C:12]([CH2:15][C:16]([NH2:18])=[O:17])=[CH:11][C:10]=1[CH3:19])C1C=CC=CC=1. Product: [OH:8][C:9]1[CH:14]=[CH:13][C:12]([CH2:15][C:16]([NH2:18])=[O:17])=[CH:11][C:10]=1[CH3:19]. The catalyst class is: 285.